The task is: Predict which catalyst facilitates the given reaction.. This data is from Catalyst prediction with 721,799 reactions and 888 catalyst types from USPTO. (1) Reactant: [CH3:1][O:2][C:3](=[O:30])[C@H:4]([CH3:29])[NH:5][C:6]1[CH:11]=[CH:10][C:9]([O:12][CH2:13][C:14]([O:16]C(C)(C)C)=[O:15])=[CH:8][C:7]=1[C:21](=[O:28])[C:22]1[CH:27]=[CH:26][CH:25]=[CH:24][CH:23]=1.Cl.O1CCOCC1. Product: [CH3:1][O:2][C:3](=[O:30])[C@H:4]([CH3:29])[NH:5][C:6]1[CH:11]=[CH:10][C:9]([O:12][CH2:13][C:14]([OH:16])=[O:15])=[CH:8][C:7]=1[C:21](=[O:28])[C:22]1[CH:23]=[CH:24][CH:25]=[CH:26][CH:27]=1. The catalyst class is: 12. (2) Product: [CH:25]([O:24][C:22]([C:20]1[N:19]([CH:6]2[C:5]3[C:10](=[CH:11][CH:12]=[C:3]([O:2][CH3:1])[CH:4]=3)[C:9](=[O:13])[CH2:8][C:7]2([CH3:15])[CH3:14])[CH:18]=[N:17][CH:21]=1)=[O:23])([CH3:27])[CH3:26]. Reactant: [CH3:1][O:2][C:3]1[CH:4]=[C:5]2[C:10](=[CH:11][CH:12]=1)[C:9](=[O:13])[CH2:8][C:7]([CH3:15])([CH3:14])[CH:6]2O.[NH:17]1[CH:21]=[C:20]([C:22]([O:24][CH:25]([CH3:27])[CH3:26])=[O:23])[N:19]=[CH:18]1.C1(P(C2C=CC=CC=2)C2C=CC=CC=2)C=CC=CC=1.N(C(OC)=O)=NC(OC)=O. The catalyst class is: 1.